Dataset: Full USPTO retrosynthesis dataset with 1.9M reactions from patents (1976-2016). Task: Predict the reactants needed to synthesize the given product. (1) Given the product [CH3:1][O:2][C:3](=[O:14])[C:4]1[CH:5]=[CH:6][C:7]([C:10]2([NH:13][CH2:21][C:16]3[CH:17]=[CH:18][CH:19]=[CH:20][N:15]=3)[CH2:12][CH2:11]2)=[CH:8][CH:9]=1, predict the reactants needed to synthesize it. The reactants are: [CH3:1][O:2][C:3](=[O:14])[C:4]1[CH:9]=[CH:8][C:7]([C:10]2([NH2:13])[CH2:12][CH2:11]2)=[CH:6][CH:5]=1.[N:15]1[CH:20]=[CH:19][CH:18]=[CH:17][C:16]=1[CH:21]=O.[BH4-].[Na+].O. (2) Given the product [Cl:21][C:16]1[CH:17]=[C:12]([O:11][C:1]2[C:10]3[C:5](=[CH:6][CH:7]=[CH:8][CH:9]=3)[CH:4]=[CH:3][CH:2]=2)[CH:13]=[CH:14][N:15]=1, predict the reactants needed to synthesize it. The reactants are: [C:1]1([O:11][C:12]2[CH:17]=[CH:16][N+:15]([O-])=[CH:14][CH:13]=2)[C:10]2[C:5](=[CH:6][CH:7]=[CH:8][CH:9]=2)[CH:4]=[CH:3][CH:2]=1.P(Cl)(Cl)([Cl:21])=O. (3) Given the product [OH:1][C:2]1[CH:19]=[CH:18][C:17]2[C@@H:16]3[C@H:7]([C@H:8]4[C@@:12]([CH2:14][C@@H:15]3[CH2:20][CH2:21][CH2:22][CH2:23][CH2:24][CH2:25][CH2:26][CH2:27][CH2:28][CH:29]([CH2:35][CH2:36][C:37]([F:48])([F:49])[C:38]([F:46])([F:47])[C:39]([F:44])([F:45])[C:40]([F:41])([F:42])[F:43])[C:30]([OH:32])=[O:31])([CH3:13])[C@@H:11]([OH:50])[CH2:10][CH2:9]4)[CH2:6][CH2:5][C:4]=2[CH:3]=1, predict the reactants needed to synthesize it. The reactants are: [OH:1][C:2]1[CH:19]=[CH:18][C:17]2[C@@H:16]3[C@H:7]([C@H:8]4[C@@:12]([CH2:14][C@@H:15]3[CH2:20][CH2:21][CH2:22][CH2:23][CH2:24][CH2:25][CH2:26][CH2:27][CH2:28][CH:29]([CH2:35][CH2:36][C:37]([F:49])([F:48])[C:38]([F:47])([F:46])[C:39]([F:45])([F:44])[C:40]([F:43])([F:42])[F:41])[C:30]([O:32]CC)=[O:31])([CH3:13])[C@@H:11]([OH:50])[CH2:10][CH2:9]4)[CH2:6][CH2:5][C:4]=2[CH:3]=1.[OH-].[Na+].Cl. (4) Given the product [NH2:1][C:4]1[CH:5]=[CH:6][CH:7]=[C:8]2[C:12]=1[CH:11]1[CH2:13][C:14]3([O:20][CH2:19][CH2:18][O:17]3)[CH2:15][CH2:16][N:10]1[C:9]2=[O:21], predict the reactants needed to synthesize it. The reactants are: [N+:1]([C:4]1[CH:5]=[CH:6][CH:7]=[C:8]2[C:12]=1[CH:11]1[CH2:13][C:14]3([O:20][CH2:19][CH2:18][O:17]3)[CH2:15][CH2:16][N:10]1[C:9]2=[O:21])([O-])=O.Cl[Sn]Cl. (5) Given the product [CH3:22][N:23]([CH2:2][C:3]1[CH:4]=[C:5]([C:9]2[O:10][C:11]3[C:17]([C:18]([O:20][CH3:21])=[O:19])=[CH:16][CH:15]=[CH:14][C:12]=3[N:13]=2)[CH:6]=[CH:7][CH:8]=1)[CH3:24], predict the reactants needed to synthesize it. The reactants are: Br[CH2:2][C:3]1[CH:4]=[C:5]([C:9]2[O:10][C:11]3[C:17]([C:18]([O:20][CH3:21])=[O:19])=[CH:16][CH:15]=[CH:14][C:12]=3[N:13]=2)[CH:6]=[CH:7][CH:8]=1.[CH3:22][NH:23][CH3:24]. (6) The reactants are: C[O:2][C:3]([C:5]1[CH:6]=[C:7]([CH:11]2[CH2:16][CH2:15][N:14]([C:17]([O:19][C:20]([CH3:23])([CH3:22])[CH3:21])=[O:18])[CH2:13][CH:12]2[O:24][CH2:25][C:26]2[CH:35]=[CH:34][C:33]3[C:28](=[CH:29][CH:30]=[CH:31][CH:32]=3)[CH:27]=2)[CH:8]=[CH:9][CH:10]=1)=[O:4].[OH-].[Na+].Cl. Given the product [C:20]([O:19][C:17]([N:14]1[CH2:15][CH2:16][CH:11]([C:7]2[CH:6]=[C:5]([CH:10]=[CH:9][CH:8]=2)[C:3]([OH:4])=[O:2])[CH:12]([O:24][CH2:25][C:26]2[CH:35]=[CH:34][C:33]3[C:28](=[CH:29][CH:30]=[CH:31][CH:32]=3)[CH:27]=2)[CH2:13]1)=[O:18])([CH3:23])([CH3:21])[CH3:22], predict the reactants needed to synthesize it. (7) Given the product [CH3:1][O:2][C:3]1[N:8]=[C:7]([NH:9][C:17]2[CH:18]=[C:19]([CH3:34])[C:20]3[CH2:21][N:22]([CH3:33])[CH2:23][CH:24]([CH2:28][C:29]([F:30])([F:32])[F:31])[O:25][C:26]=3[N:27]=2)[CH:6]=[CH:5][C:4]=1[C:10]1[CH:11]=[N:12][N:13]([CH3:15])[CH:14]=1, predict the reactants needed to synthesize it. The reactants are: [CH3:1][O:2][C:3]1[N:8]=[C:7]([NH2:9])[CH:6]=[CH:5][C:4]=1[C:10]1[CH:11]=[N:12][N:13]([CH3:15])[CH:14]=1.Cl[C:17]1[CH:18]=[C:19]([CH3:34])[C:20]2[CH2:21][N:22]([CH3:33])[CH2:23][CH:24]([CH2:28][C:29]([F:32])([F:31])[F:30])[O:25][C:26]=2[N:27]=1.CC(C)([O-])C.[Na+].C1(P(C2C=CC=CC=2)C2C=CC3C(=CC=CC=3)C=2C2C3C(=CC=CC=3)C=CC=2P(C2C=CC=CC=2)C2C=CC=CC=2)C=CC=CC=1. (8) The reactants are: IC1C(O)=NC2CCN(C(=O)C(F)(F)F)CC(C)C=2C=1.C([O-])([O-])=O.[K+].[K+].CI.[I:29][C:30]1[C:47]([O:48][CH3:49])=[N:46][C:33]2[CH2:34][CH2:35][N:36](C(=O)C(F)(F)F)[CH2:37][CH:38]([CH3:39])[C:32]=2[CH:31]=1. Given the product [I:29][C:30]1[C:47]([O:48][CH3:49])=[N:46][C:33]2[CH2:34][CH2:35][NH:36][CH2:37][CH:38]([CH3:39])[C:32]=2[CH:31]=1, predict the reactants needed to synthesize it.